From a dataset of NCI-60 drug combinations with 297,098 pairs across 59 cell lines. Regression. Given two drug SMILES strings and cell line genomic features, predict the synergy score measuring deviation from expected non-interaction effect. Drug 1: C1=CC(=CC=C1CCCC(=O)O)N(CCCl)CCCl. Drug 2: B(C(CC(C)C)NC(=O)C(CC1=CC=CC=C1)NC(=O)C2=NC=CN=C2)(O)O. Cell line: OVCAR-4. Synergy scores: CSS=-1.01, Synergy_ZIP=0.207, Synergy_Bliss=-0.162, Synergy_Loewe=-0.632, Synergy_HSA=-1.28.